Predict the reactants needed to synthesize the given product. From a dataset of Full USPTO retrosynthesis dataset with 1.9M reactions from patents (1976-2016). (1) Given the product [Br:7][C:8]1[CH:9]=[C:10]([C:15]([O:17][CH2:19][CH3:20])=[O:16])[C:11](=[O:14])[N:12]([CH2:21][CH3:22])[CH:13]=1, predict the reactants needed to synthesize it. The reactants are: C(=O)([O-])[O-].[Cs+].[Cs+].[Br:7][C:8]1[CH:9]=[C:10]([C:15]([OH:17])=[O:16])[C:11]([OH:14])=[N:12][CH:13]=1.I[CH2:19][CH3:20].[CH2:21](O)[CH3:22]. (2) Given the product [Cl:22][C:23]1[CH:24]=[C:25]([C:29]2[C:32]([CH3:33])=[N:21][C:17]3[N:18]([N:19]=[CH:20][C:16]=3[C:4]3[CH:5]=[CH:6][C:7]([N:9]4[CH2:14][CH2:13][N:12]([CH3:15])[CH2:11][CH2:10]4)=[CH:8][C:3]=3[O:2][CH3:1])[C:30]=2[NH2:31])[CH:26]=[CH:27][CH:28]=1, predict the reactants needed to synthesize it. The reactants are: [CH3:1][O:2][C:3]1[CH:8]=[C:7]([N:9]2[CH2:14][CH2:13][N:12]([CH3:15])[CH2:11][CH2:10]2)[CH:6]=[CH:5][C:4]=1[C:16]1[CH:20]=[N:19][NH:18][C:17]=1[NH2:21].[Cl:22][C:23]1[CH:24]=[C:25]([CH:29]([C:32](=O)[CH3:33])[C:30]#[N:31])[CH:26]=[CH:27][CH:28]=1. (3) Given the product [CH3:11][N:12]([CH3:32])[CH2:13][CH2:14][CH2:15][N:16]1[CH:21]=[CH:20][C:19]([C:22]([C:23]2[CH:28]=[CH:27][C:26]([OH:29])=[CH:25][CH:24]=2)=[C:1]([C:5]2[CH:10]=[CH:9][CH:8]=[CH:7][CH:6]=2)[CH2:2][CH3:3])=[CH:18][C:17]1=[O:31], predict the reactants needed to synthesize it. The reactants are: [C:1]([C:5]1[CH:10]=[CH:9][CH:8]=[CH:7][CH:6]=1)(=O)[CH2:2][CH3:3].[CH3:11][N:12]([CH3:32])[CH2:13][CH2:14][CH2:15][N:16]1[CH:21]=[CH:20][C:19]([C:22](=O)[C:23]2[CH:28]=[CH:27][C:26]([OH:29])=[CH:25][CH:24]=2)=[CH:18][C:17]1=[O:31]. (4) Given the product [CH:22]([O:21][C:18]1[C:19]2[C:14](=[CH:13][C:12]([O:32][CH3:33])=[C:11]([O:9][CH2:8][CH2:7][N:1]3[CH2:6][CH2:5][CH2:4][CH2:3][CH2:2]3)[CH:20]=2)[CH:15]=[C:16]([NH:25][C:26]2[CH:30]=[C:29]([CH3:31])[NH:28][N:27]=2)[N:17]=1)([CH3:24])[CH3:23], predict the reactants needed to synthesize it. The reactants are: [N:1]1([CH2:7][CH2:8][OH:9])[CH2:6][CH2:5][CH2:4][CH2:3][CH2:2]1.F[C:11]1[CH:20]=[C:19]2[C:14]([CH:15]=[C:16]([NH:25][C:26]3[CH:30]=[C:29]([CH3:31])[NH:28][N:27]=3)[N:17]=[C:18]2[O:21][CH:22]([CH3:24])[CH3:23])=[CH:13][C:12]=1[O:32][CH3:33]. (5) Given the product [Cl:1][C:2]1[CH:3]=[CH:4][C:5]([C:8]2[C:17]3[C:12](=[CH:13][CH:14]=[CH:15][CH:16]=3)[N:11]=[C:10]([NH:18][CH2:19][CH2:20][CH2:21][N:22]3[CH2:27][CH2:26][CH:25]([C:28]4[CH:29]=[C:30]([CH:31]=[CH:32][CH:33]=4)[C:51]([NH:53][CH3:54])=[O:52])[CH2:24][CH2:23]3)[N:9]=2)=[CH:6][CH:7]=1, predict the reactants needed to synthesize it. The reactants are: [Cl:1][C:2]1[CH:7]=[CH:6][C:5]([C:8]2[C:17]3[C:12](=[CH:13][CH:14]=[CH:15][CH:16]=3)[N:11]=[C:10]([NH:18][CH2:19][CH2:20][CH2:21][N:22]3[CH2:27][CH2:26][CH:25]([C:28]4[CH:29]=[C:30](NC(=O)C)[CH:31]=[CH:32][CH:33]=4)[CH2:24][CH2:23]3)[N:9]=2)=[CH:4][CH:3]=1.NCCCN1CCC(C2C=C(C=CC=2)[C:51]([NH:53][CH3:54])=[O:52])CC1. (6) Given the product [C:30]([O:34][C:35](=[O:53])[CH2:36][CH2:37][C@H:38]([NH:42][C:43]([O:45][CH2:46][C:47]1[CH:52]=[CH:51][CH:50]=[CH:49][CH:48]=1)=[O:44])/[CH:39]=[CH:40]/[O:41][CH3:4])([CH3:33])([CH3:31])[CH3:32], predict the reactants needed to synthesize it. The reactants are: S(N=[N+]=[N-])([C:4]1C=CC(C)=CC=1)(=O)=O.C(=O)([O-])[O-].[K+].[K+].O=C(C)CP(=O)(OC)OC.[C:30]([O:34][C:35](=[O:53])[CH2:36][CH2:37][C@H:38]([NH:42][C:43]([O:45][CH2:46][C:47]1[CH:52]=[CH:51][CH:50]=[CH:49][CH:48]=1)=[O:44])[CH2:39][CH:40]=[O:41])([CH3:33])([CH3:32])[CH3:31].